This data is from Full USPTO retrosynthesis dataset with 1.9M reactions from patents (1976-2016). The task is: Predict the reactants needed to synthesize the given product. Given the product [CH3:12][O:13][CH2:11][CH:9]([OH:10])[CH2:8][O:1][C:2]1[CH:7]=[CH:6][CH:5]=[CH:4][CH:3]=1, predict the reactants needed to synthesize it. The reactants are: [O:1]([CH2:8][CH:9]1[CH2:11][O:10]1)[C:2]1[CH:7]=[CH:6][CH:5]=[CH:4][CH:3]=1.[CH3:12][O-:13].[Na+].